From a dataset of Catalyst prediction with 721,799 reactions and 888 catalyst types from USPTO. Predict which catalyst facilitates the given reaction. (1) Reactant: Cl[C:2]1[O:3][C:4]2[C:5](=[C:7]([C:11]([O:13][CH3:14])=[O:12])[CH:8]=[CH:9][CH:10]=2)[N:6]=1.[NH:15]1[CH2:20][CH2:19][S:18][CH2:17][CH2:16]1.CCOC(C)=O. Product: [S:18]1[CH2:19][CH2:20][N:15]([C:2]2[O:3][C:4]3[C:5](=[C:7]([C:11]([O:13][CH3:14])=[O:12])[CH:8]=[CH:9][CH:10]=3)[N:6]=2)[CH2:16][CH2:17]1. The catalyst class is: 1. (2) Reactant: [CH3:1][C:2]1[NH:6][N:5]=[C:4]([C:7]([C:9]2[CH:10]=[CH:11][C:12]3[NH:18][C:17]4[N:19]=[C:20]([C:23]([F:26])([F:25])[F:24])[CH:21]=[CH:22][C:16]=4[CH2:15][N:14]([S:27]([C:30]4[CH:35]=[CH:34][C:33]([O:36][C:37]([F:40])([F:39])[F:38])=[CH:32][CH:31]=4)(=[O:29])=[O:28])[C:13]=3[CH:41]=2)=[O:8])[CH:3]=1.I[C:43]1C=CC2NC3N=C(C(F)(F)F)C=CC=3CN(S(C3C=CC(OC(F)(F)F)=CC=3)(=O)=O)C=2C=1.C([Mg]Cl)(C)C.CON(C)C(C1C=C(C)NN=1)=O. Product: [CH3:1][C:2]1[NH:6][N:5]=[C:4]([C:7]([C:9]2[CH:10]=[CH:11][C:12]3[NH:18][C:17]4[N:19]=[C:20]([C:23]([F:24])([F:25])[F:26])[CH:21]=[CH:22][C:16]=4[CH2:15][N:14]([S:27]([C:30]4[CH:35]=[CH:34][C:33]([O:36][C:37]([F:39])([F:40])[F:38])=[CH:32][CH:31]=4)(=[O:29])=[O:28])[C:13]=3[CH:41]=2)([OH:8])[CH3:43])[CH:3]=1. The catalyst class is: 182.